Predict the product of the given reaction. From a dataset of Forward reaction prediction with 1.9M reactions from USPTO patents (1976-2016). (1) Given the reactants [CH3:1][N:2]1[C:6]([CH3:8])([CH3:7])[CH2:5][S:4][C:3]1=[N:9][NH:10][C:11](=[O:30])[C:12](=[O:29])[CH:13]([NH:20][C:21]([CH:23]1[CH2:28][CH2:27][CH2:26][CH2:25][CH2:24]1)=[O:22])[CH:14]1[CH2:19][CH2:18][O:17][CH2:16][CH2:15]1.[ClH:31].C(OCC)(=O)C, predict the reaction product. The product is: [ClH:31].[CH3:1][N:2]1[C:6]([CH3:8])([CH3:7])[CH2:5][S:4][C:3]1=[N:9][NH:10][C:11](=[O:30])[C:12](=[O:29])[CH:13]([NH:20][C:21]([CH:23]1[CH2:28][CH2:27][CH2:26][CH2:25][CH2:24]1)=[O:22])[CH:14]1[CH2:19][CH2:18][O:17][CH2:16][CH2:15]1. (2) Given the reactants [Cl:1][CH2:2][C:3](Cl)=O.[Br:6][C:7]1[CH:16]=[C:15]2[C:10]([C:11]([NH:18][CH:19]([CH3:30])[CH2:20][CH2:21][O:22][Si:23]([C:26]([CH3:29])([CH3:28])[CH3:27])([CH3:25])[CH3:24])=[C:12]([NH2:17])[CH:13]=[N:14]2)=[CH:9][CH:8]=1, predict the reaction product. The product is: [Br:6][C:7]1[CH:8]=[CH:9][C:10]2[C:11]3[N:18]([CH:19]([CH3:30])[CH2:20][CH2:21][O:22][Si:23]([C:26]([CH3:29])([CH3:28])[CH3:27])([CH3:25])[CH3:24])[C:3]([CH2:2][Cl:1])=[N:17][C:12]=3[CH:13]=[N:14][C:15]=2[CH:16]=1. (3) Given the reactants Br[C:2]1[CH:3]=[N:4][N:5]([C:7]2[CH:8]=[N:9][CH:10]=[CH:11][CH:12]=2)[CH:6]=1.[F:13][C:14]([F:21])([F:20])[C:15]1[CH:19]=[CH:18][NH:17][N:16]=1.C(=O)([O-])[O-].[Cs+].[Cs+].C(=NO)C1C(=CC=CC=1)O, predict the reaction product. The product is: [N:9]1[CH:10]=[CH:11][CH:12]=[C:7]([N:5]2[CH:6]=[C:2]([N:17]3[CH:18]=[CH:19][C:15]([C:14]([F:21])([F:20])[F:13])=[N:16]3)[CH:3]=[N:4]2)[CH:8]=1. (4) Given the reactants C(O)CC[OH:4].O=[CH:12][C@@H:14]([C@H:16]([C@@H:12]([C@@H:14]([CH2:16][OH:17])[OH:15])O)[OH:17])[OH:15].[F:18][CH2:19][C:20]([O-:22])=[O:21], predict the reaction product. The product is: [F:18][CH2:19][C:20]([O-:22])=[O:21].[C:16]([O-:17])(=[O:4])[CH:14]([CH3:12])[OH:15]. (5) Given the reactants [F:1][C:2]1[CH:8]=[CH:7][CH:6]=[CH:5][C:3]=1[NH2:4].[C:9](OC(=O)C)(=[O:11])[CH3:10].C(N(CC)CC)C, predict the reaction product. The product is: [F:1][C:2]1[CH:8]=[CH:7][CH:6]=[CH:5][C:3]=1[NH:4][C:9](=[O:11])[CH3:10].